This data is from Reaction yield outcomes from USPTO patents with 853,638 reactions. The task is: Predict the reaction yield, written as a fraction of the theoretical maximum amount of product (1.0 means a 100% yield; for example, 0.34 means a 34% yield). The reactants are [C:1]([NH:5][S:6]([C:9]1(C)[CH2:11][CH2:10]1)(=[O:8])=[O:7])([CH3:4])([CH3:3])[CH3:2].[C:13]([O:21]C)(=O)[C:14]1[CH:19]=[CH:18][CH:17]=[CH:16][CH:15]=1. No catalyst specified. The product is [C:1]([NH:5][S:6]([C:9]1([C:13](=[O:21])[C:14]2[CH:15]=[CH:16][CH:17]=[CH:18][CH:19]=2)[CH2:11][CH2:10]1)(=[O:8])=[O:7])([CH3:4])([CH3:2])[CH3:3]. The yield is 0.660.